From a dataset of Forward reaction prediction with 1.9M reactions from USPTO patents (1976-2016). Predict the product of the given reaction. (1) Given the reactants [CH3:1][O:2][C:3]1[CH:8]=[CH:7][C:6]([C:9]2[N:10]=[CH:11][NH:12][CH:13]=2)=[CH:5][CH:4]=1.[H-].[Na+].Cl[C:17]([N:19]([CH3:33])[CH:20]1[CH2:25][CH2:24][N:23]([C:26]([O:28][C:29]([CH3:32])([CH3:31])[CH3:30])=[O:27])[CH2:22][CH2:21]1)=[O:18], predict the reaction product. The product is: [CH3:1][O:2][C:3]1[CH:8]=[CH:7][C:6]([C:9]2[N:10]=[CH:11][N:12]([C:17]([N:19]([CH:20]3[CH2:25][CH2:24][N:23]([C:26]([O:28][C:29]([CH3:32])([CH3:31])[CH3:30])=[O:27])[CH2:22][CH2:21]3)[CH3:33])=[O:18])[CH:13]=2)=[CH:5][CH:4]=1. (2) Given the reactants Cl[CH2:2][CH2:3][CH2:4][CH2:5][O:6][C:7]1[CH:16]=[C:15]2[C:10]([C:11]([O:17][C:18]3[CH:23]=[CH:22][C:21]([CH3:24])=[CH:20][C:19]=3[C:25]([C:27]3[CH:32]=[CH:31][CH:30]=[CH:29][CH:28]=3)=[O:26])=[CH:12][CH:13]=[N:14]2)=[CH:9][C:8]=1[O:33][CH3:34].[NH:35]1[CH2:40][CH2:39][O:38][CH2:37][CH2:36]1.C(=O)([O-])[O-].[K+].[K+].O, predict the reaction product. The product is: [CH3:24][C:21]1[CH:22]=[CH:23][C:18]([O:17][C:11]2[C:10]3[C:15](=[CH:16][C:7]([O:6][CH2:5][CH2:4][CH2:3][CH2:2][N:35]4[CH2:40][CH2:39][O:38][CH2:37][CH2:36]4)=[C:8]([O:33][CH3:34])[CH:9]=3)[N:14]=[CH:13][CH:12]=2)=[C:19]([C:25]([C:27]2[CH:32]=[CH:31][CH:30]=[CH:29][CH:28]=2)=[O:26])[CH:20]=1. (3) Given the reactants [CH3:1][O:2][C:3]1[C:4]([O:30]COCC[Si](C)(C)C)=[CH:5][C:6]2[NH:12][C:11]3[CH:13]=[C:14]([C:17]4[CH:22]=[CH:21][C:20]([N+:23]([O-:25])=[O:24])=[C:19]([O:26][CH3:27])[CH:18]=4)[CH:15]=[CH:16][C:10]=3[C:9](=[O:28])[NH:8][C:7]=2[CH:29]=1.Cl.O1CCOCC1, predict the reaction product. The product is: [OH:30][C:4]1[C:3]([O:2][CH3:1])=[CH:29][C:7]2[NH:8][C:9](=[O:28])[C:10]3[CH:16]=[CH:15][C:14]([C:17]4[CH:22]=[CH:21][C:20]([N+:23]([O-:25])=[O:24])=[C:19]([O:26][CH3:27])[CH:18]=4)=[CH:13][C:11]=3[NH:12][C:6]=2[CH:5]=1.